Dataset: hERG Central: cardiac toxicity at 1µM, 10µM, and general inhibition. Task: Predict hERG channel inhibition at various concentrations. (1) The compound is CCCNC(=O)c1nn2cc(Br)cnc2c1Br. Results: hERG_inhib (hERG inhibition (general)): blocker. (2) The compound is Cc1cc(NC(=O)CCN2CCCCC2)ccc1Br. Results: hERG_inhib (hERG inhibition (general)): blocker.